Dataset: Reaction yield outcomes from USPTO patents with 853,638 reactions. Task: Predict the reaction yield, written as a fraction of the theoretical maximum amount of product (1.0 means a 100% yield; for example, 0.34 means a 34% yield). (1) The reactants are [CH3:1][O:2][CH2:3][C@@H:4]1[CH2:8][N:7]([C:9]([O:11][C:12]([CH3:15])([CH3:14])[CH3:13])=[O:10])[C@H:6]([C:16]2[NH:20][C:19]3[C:21]4[C:26]([CH:27]=[CH:28][C:18]=3[N:17]=2)=[CH:25][C:24]2[C:29]3[C:34]([CH2:35][O:36][C:23]=2[CH:22]=4)=[CH:33][C:32](B2OC(C)(C)C(C)(C)O2)=[CH:31][CH:30]=3)[CH2:5]1.Br[C:47]1[NH:51][C:50]([C@@H:52]2[CH2:56][C@H:55]([CH3:57])[CH2:54][N:53]2[C:58](=[O:68])[C@@H:59]([NH:63][C:64](=[O:67])[O:65][CH3:66])[CH:60]([CH3:62])[CH3:61])=[N:49][CH:48]=1.C(=O)([O-])[O-].[K+].[K+]. The catalyst is COCCOC.CN(C)C=O.[Pd].C1(P(C2C=CC=CC=2)C2C=CC=CC=2)C=CC=CC=1.C1(P(C2C=CC=CC=2)C2C=CC=CC=2)C=CC=CC=1.C1(P(C2C=CC=CC=2)C2C=CC=CC=2)C=CC=CC=1.C1(P(C2C=CC=CC=2)C2C=CC=CC=2)C=CC=CC=1.C1C=CC(P(C2C=CC=CC=2)[C-]2C=CC=C2)=CC=1.C1C=CC(P(C2C=CC=CC=2)[C-]2C=CC=C2)=CC=1.Cl[Pd]Cl.[Fe+2]. The product is [CH3:66][O:65][C:64]([NH:63][C@H:59]([C:58]([N:53]1[CH2:54][C@@H:55]([CH3:57])[CH2:56][C@H:52]1[C:50]1[NH:51][C:47]([C:32]2[CH:33]=[C:34]3[CH2:35][O:36][C:23]4[CH:22]=[C:21]5[C:26]([CH:27]=[CH:28][C:18]6[NH:17][C:16]([C@@H:6]7[CH2:5][C@H:4]([CH2:3][O:2][CH3:1])[CH2:8][N:7]7[C:9]([O:11][C:12]([CH3:13])([CH3:14])[CH3:15])=[O:10])=[N:20][C:19]=65)=[CH:25][C:24]=4[C:29]3=[CH:30][CH:31]=2)=[CH:48][N:49]=1)=[O:68])[CH:60]([CH3:62])[CH3:61])=[O:67]. The yield is 0.320. (2) The reactants are [Cl:1][C:2]1[CH:7]=[C:6]([N+:8]([O-])=O)[CH:5]=[CH:4][C:3]=1[O:11][C:12]1[CH:17]=[CH:16][CH:15]=[CH:14][CH:13]=1.[H][H]. The catalyst is C(OCC)(=O)C.C(O)C.[Pt]. The product is [Cl:1][C:2]1[CH:7]=[C:6]([CH:5]=[CH:4][C:3]=1[O:11][C:12]1[CH:17]=[CH:16][CH:15]=[CH:14][CH:13]=1)[NH2:8]. The yield is 0.740.